Dataset: Full USPTO retrosynthesis dataset with 1.9M reactions from patents (1976-2016). Task: Predict the reactants needed to synthesize the given product. (1) Given the product [CH3:9][C:4]1[N:5]=[C:6]([Cl:8])[CH:7]=[C:2]([NH:25][C:26]2[CH:31]=[CH:30][CH:29]=[C:28]([OH:32])[CH:27]=2)[N:3]=1, predict the reactants needed to synthesize it. The reactants are: Cl[C:2]1[CH:7]=[C:6]([Cl:8])[N:5]=[C:4]([CH3:9])[N:3]=1.CC1NC(=O)CC(=O)N=1.C(OCCO)C.[NH2:25][C:26]1[CH:27]=[C:28]([OH:32])[CH:29]=[CH:30][CH:31]=1. (2) Given the product [I:23][C:22]1[CH:21]=[CH:20][N:19]=[C:18]([O:24][CH3:25])[C:17]=1[C:13]1[NH:14][C:15]2[C:11]([CH:12]=1)=[CH:10][CH:9]=[C:8]([NH2:7])[CH:16]=2, predict the reactants needed to synthesize it. The reactants are: C(OC(=O)[NH:7][C:8]1[CH:16]=[C:15]2[C:11]([CH:12]=[C:13]([C:17]3[C:18]([O:24][CH3:25])=[N:19][CH:20]=[CH:21][C:22]=3[I:23])[NH:14]2)=[CH:10][CH:9]=1)(C)(C)C.FC(F)(F)C(O)=O. (3) Given the product [Br:12][C:13]1[CH:14]=[CH:15][C:16]([C:19]([F:20])([F:21])[F:22])=[CH:17][C:18]=1[N:7]1[CH:11]=[CH:10][N:9]=[CH:8]1, predict the reactants needed to synthesize it. The reactants are: CC(C)([O-])C.[K+].[NH:7]1[CH:11]=[CH:10][N:9]=[CH:8]1.[Br:12][C:13]1[CH:18]=[CH:17][C:16]([C:19]([F:22])([F:21])[F:20])=[CH:15][C:14]=1F. (4) Given the product [CH3:32][O:31][C:6]1[CH:7]=[C:8]([C:11]([N:13]2[CH2:14][CH2:15][C:16]3([O:23][C:22]4[CH:24]=[CH:25][CH:26]=[CH:27][C:21]=4[N:20]4[CH:28]=[CH:29][CH:30]=[C:19]34)[CH2:17][CH2:18]2)=[O:12])[CH:9]=[CH:10][C:5]=1[C:2]([O:1][CH3:35])([CH3:3])[CH3:4], predict the reactants needed to synthesize it. The reactants are: [OH:1][C:2]([C:5]1[CH:10]=[CH:9][C:8]([C:11]([N:13]2[CH2:18][CH2:17][C:16]3([O:23][C:22]4[CH:24]=[CH:25][CH:26]=[CH:27][C:21]=4[N:20]4[CH:28]=[CH:29][CH:30]=[C:19]34)[CH2:15][CH2:14]2)=[O:12])=[CH:7][C:6]=1[O:31][CH3:32])([CH3:4])[CH3:3].[H-].[Na+].[CH3:35]I. (5) Given the product [F:42][CH:2]([F:1])[C:3]1[CH:12]=[C:11]2[C:6]([CH2:7][CH2:8][CH2:9][N:10]2[C:13]2[C:17]3[CH2:18][N:19]([C:45](=[O:46])[CH3:44])[CH2:20][CH2:21][C:16]=3[N:15]([C@H:29]3[CH2:35][CH2:34][CH2:33][O:32][CH2:31][CH2:30]3)[N:14]=2)=[CH:5][C:4]=1[C:36]1[CH:37]=[N:38][N:39]([CH3:41])[CH:40]=1.[F:42][CH:2]([F:1])[C:3]1[CH:12]=[C:11]2[C:6]([CH2:7][CH2:8][CH2:9][N:10]2[C:13]2[C:17]3[CH2:18][N:19]([C:57](=[O:59])[CH3:58])[CH2:20][CH2:21][C:16]=3[N:15]([C@@H:29]3[CH2:35][CH2:34][CH2:33][O:32][CH2:31][CH2:30]3)[N:14]=2)=[CH:5][C:4]=1[C:36]1[CH:37]=[N:38][N:39]([CH3:41])[CH:40]=1, predict the reactants needed to synthesize it. The reactants are: [F:1][CH:2]([F:42])[C:3]1[CH:12]=[C:11]2[C:6]([CH2:7][CH2:8][CH2:9][N:10]2[C:13]2[C:17]3[CH2:18][N:19](C(OC(C)(C)C)=O)[CH2:20][CH2:21][C:16]=3[N:15]([CH:29]3[CH2:35][CH2:34][CH2:33][O:32][CH2:31][CH2:30]3)[N:14]=2)=[CH:5][C:4]=1[C:36]1[CH:37]=[N:38][N:39]([CH3:41])[CH:40]=1.F[C:44](F)(F)[C:45](O)=[O:46].C(N(CC)CC)C.[C:57](OC(=O)C)(=[O:59])[CH3:58]. (6) The reactants are: [F:1][C:2]1[N:7]=[C:6]([C:8]2[C:16]3[C:11](=[CH:12][N:13]=[C:14]([C:17]4[CH:18]=[N:19][CH:20]=[CH:21][CH:22]=4)[CH:15]=3)[N:10](C3CCCCO3)[N:9]=2)[CH:5]=[CH:4][CH:3]=1. Given the product [F:1][C:2]1[N:7]=[C:6]([C:8]2[C:16]3[C:11](=[CH:12][N:13]=[C:14]([C:17]4[CH:18]=[N:19][CH:20]=[CH:21][CH:22]=4)[CH:15]=3)[NH:10][N:9]=2)[CH:5]=[CH:4][CH:3]=1, predict the reactants needed to synthesize it. (7) Given the product [OH:55][CH:56]([CH3:57])[CH2:14][C:13]([N:16]1[CH2:25][CH2:24][C:23]2[C:18](=[CH:19][C:20]([O:28][CH3:29])=[C:21]([O:26][CH3:27])[CH:22]=2)[C:17]21[CH2:34][CH2:33][CH:32]([C:35]([OH:37])=[O:36])[CH2:31][CH:30]2[CH:38]1[C:47]2[C:42](=[CH:43][C:44]([O:50][CH3:51])=[C:45]([O:48][CH3:49])[CH:46]=2)[CH2:41][CH2:40][N:39]1[CH2:52][CH3:53])=[O:15], predict the reactants needed to synthesize it. The reactants are: C(NC(C)C)(C)C.C([Li])CCC.[C:13]([N:16]1[CH2:25][CH2:24][C:23]2[C:18](=[CH:19][C:20]([O:28][CH3:29])=[C:21]([O:26][CH3:27])[CH:22]=2)[C:17]21[CH2:34][CH2:33][CH:32]([C:35]([OH:37])=[O:36])[CH2:31][CH:30]2[CH:38]1[C:47]2[C:42](=[CH:43][C:44]([O:50][CH3:51])=[C:45]([O:48][CH3:49])[CH:46]=2)[CH2:41][CH2:40][N:39]1[CH2:52][CH3:53])(=[O:15])[CH3:14].Cl.[O:55]1CC[CH2:57][CH2:56]1. (8) The reactants are: S(Cl)(Cl)(=O)=O.[F:6][C:7]1[CH:12]=[CH:11][CH:10]=[CH:9][C:8]=1[SH:13]. Given the product [F:6][C:7]1[CH:12]=[CH:11][CH:10]=[CH:9][C:8]=1[S:13][S:13][C:8]1[CH:9]=[CH:10][CH:11]=[CH:12][C:7]=1[F:6], predict the reactants needed to synthesize it.